Binary Classification. Given a drug SMILES string, predict its activity (active/inactive) in a high-throughput screening assay against a specified biological target. From a dataset of Cav3 T-type calcium channel HTS with 100,875 compounds. (1) The drug is S(CC(=O)N(CC(=O)Nc1ccc(cc1)C)C)c1nc([nH]n1)N. The result is 0 (inactive). (2) The molecule is Brc1ccc(S(=O)(=O)N(CC(=O)Nc2nc(ccc2)C)C)cc1. The result is 0 (inactive). (3) The compound is s1c2c(CCCCC2)c2c1ncn(n1cccc1)c2=O. The result is 0 (inactive). (4) The molecule is S(c1ncnc2c1cccc2)CC(=O)Nc1noc(c1)C. The result is 0 (inactive). (5) The compound is O(C(=O)C(=C\Nc1n(nc(c1)C)c1ccccc1)/C(OCC)=O)CC. The result is 0 (inactive).